Task: Predict the reactants needed to synthesize the given product.. Dataset: Full USPTO retrosynthesis dataset with 1.9M reactions from patents (1976-2016) (1) Given the product [O:18]1[CH:19]=[C:15]([C:13]([NH:12][C:9]2[CH:10]=[CH:11][C:6]([CH2:5][C:4]([OH:25])=[O:3])=[CH:7][C:8]=2[Cl:24])=[O:14])[C:16]2[CH:23]=[CH:22][CH:21]=[CH:20][C:17]1=2, predict the reactants needed to synthesize it. The reactants are: C([O:3][C:4](=[O:25])[CH2:5][C:6]1[CH:11]=[CH:10][C:9]([NH:12][C:13]([C:15]2[C:16]3[CH:23]=[CH:22][CH:21]=[CH:20][C:17]=3[O:18][CH:19]=2)=[O:14])=[C:8]([Cl:24])[CH:7]=1)C.[OH-].[Na+]. (2) Given the product [OH:58][CH:56]1[CH2:57][N:54]([C:51]2[N:50]=[CH:49][C:48]([NH:47][C:42]([C:30]3[N:31]([CH2:34][C:35]4[CH:40]=[CH:39][CH:38]=[C:37]([F:41])[CH:36]=4)[C:32]4[C:28]([CH:29]=3)=[CH:27][CH:26]=[C:25]([Si:24]([CH3:23])([CH3:46])[CH3:45])[CH:33]=4)=[O:43])=[CH:53][CH:52]=2)[CH2:55]1, predict the reactants needed to synthesize it. The reactants are: Cl.CN(C)CCCN=C=NCC.ON1C2C=CC=CC=2N=N1.[CH3:23][Si:24]([CH3:46])([CH3:45])[C:25]1[CH:33]=[C:32]2[C:28]([CH:29]=[C:30]([C:42](O)=[O:43])[N:31]2[CH2:34][C:35]2[CH:40]=[CH:39][CH:38]=[C:37]([F:41])[CH:36]=2)=[CH:27][CH:26]=1.[NH2:47][C:48]1[CH:49]=[N:50][C:51]([N:54]2[CH2:57][CH:56]([OH:58])[CH2:55]2)=[CH:52][CH:53]=1.C([O-])(O)=O.[Na+]. (3) Given the product [OH:3][CH:4]1[CH2:8][CH2:7][CH:6]([C:9]([O:11][CH3:12])=[O:10])[CH2:5]1, predict the reactants needed to synthesize it. The reactants are: [BH4-].[Na+].[O:3]=[C:4]1[CH2:8][CH2:7][CH:6]([C:9]([O:11][CH3:12])=[O:10])[CH2:5]1. (4) Given the product [C:1]([C:5]1[N:13]=[C:12]2[C:8]([N:9]=[CH:10][N:11]2[CH2:29][C:28]2[N:24]([C:20]([CH3:23])([CH3:22])[CH3:21])[N:25]=[N:26][N:27]=2)=[C:7]([N:14]2[CH2:18][CH2:17][C@H:16]([OH:19])[CH2:15]2)[N:6]=1)([CH3:4])([CH3:2])[CH3:3], predict the reactants needed to synthesize it. The reactants are: [C:1]([C:5]1[N:13]=[C:12]2[C:8]([N:9]=[CH:10][NH:11]2)=[C:7]([N:14]2[CH2:18][CH2:17][C@H:16]([OH:19])[CH2:15]2)[N:6]=1)([CH3:4])([CH3:3])[CH3:2].[C:20]([N:24]1[C:28]([CH2:29]Cl)=[N:27][N:26]=[N:25]1)([CH3:23])([CH3:22])[CH3:21]. (5) Given the product [NH2:6][C:7]1[N:12]=[CH:11][N:10]=[C:9]2[N:13]([C@H:30]3[CH2:35][CH2:34][C@@H:33]([N:36]4[CH2:37][CH2:38][N:39]([CH3:42])[CH2:40][CH2:41]4)[CH2:32][CH2:31]3)[N:14]=[C:15]([C:16]3[CH:21]=[CH:20][C:19]([NH:22][C:23]4[S:24][C:25]([CH3:2])=[C:26]([CH3:28])[N:27]=4)=[CH:18][CH:17]=3)[C:8]=12, predict the reactants needed to synthesize it. The reactants are: S1C=CN=[CH:2]1.[NH2:6][C:7]1[N:12]=[CH:11][N:10]=[C:9]2[N:13]([C@H:30]3[CH2:35][CH2:34][C@@H:33]([N:36]4[CH2:41][CH2:40][N:39]([CH3:42])[CH2:38][CH2:37]4)[CH2:32][CH2:31]3)[N:14]=[C:15]([C:16]3[CH:21]=[CH:20][C:19]([NH:22][C:23]4[S:24][CH:25]=[C:26]([CH2:28]C)[N:27]=4)=[CH:18][CH:17]=3)[C:8]=12.BrC(C)C(=O)C. (6) Given the product [CH:34]1([CH2:33][O:32][C:16]2[CH:17]=[CH:18][C:19]3[C:20]([CH2:24][CH2:25][CH:26]4[CH2:31][CH2:30][N:29]([CH2:5][C:4]5[CH:7]=[CH:8][CH:9]=[CH:10][C:3]=5[C:1]#[N:2])[CH2:28][CH2:27]4)=[N:21][O:22][C:23]=3[C:15]=2[CH2:14][N:12]([CH3:13])[CH3:11])[CH2:35][CH2:36]1, predict the reactants needed to synthesize it. The reactants are: [C:1]([C:3]1[CH:10]=[CH:9][CH:8]=[CH:7][C:4]=1[CH:5]=O)#[N:2].[CH3:11][N:12]([CH2:14][C:15]1[C:23]2[O:22][N:21]=[C:20]([CH2:24][CH2:25][CH:26]3[CH2:31][CH2:30][NH:29][CH2:28][CH2:27]3)[C:19]=2[CH:18]=[CH:17][C:16]=1[O:32][CH2:33][CH:34]1[CH2:36][CH2:35]1)[CH3:13].